From a dataset of Peptide-MHC class I binding affinity with 185,985 pairs from IEDB/IMGT. Regression. Given a peptide amino acid sequence and an MHC pseudo amino acid sequence, predict their binding affinity value. This is MHC class I binding data. (1) The peptide sequence is MASLKSLYEA. The MHC is HLA-A02:02 with pseudo-sequence HLA-A02:02. The binding affinity (normalized) is 0.345. (2) The peptide sequence is GLCNYGGIL. The MHC is HLA-A02:06 with pseudo-sequence HLA-A02:06. The binding affinity (normalized) is 0.333.